From a dataset of Merck oncology drug combination screen with 23,052 pairs across 39 cell lines. Regression. Given two drug SMILES strings and cell line genomic features, predict the synergy score measuring deviation from expected non-interaction effect. (1) Drug 1: O=P1(N(CCCl)CCCl)NCCCO1. Drug 2: COC1CC2CCC(C)C(O)(O2)C(=O)C(=O)N2CCCCC2C(=O)OC(C(C)CC2CCC(OP(C)(C)=O)C(OC)C2)CC(=O)C(C)C=C(C)C(O)C(OC)C(=O)C(C)CC(C)C=CC=CC=C1C. Cell line: DLD1. Synergy scores: synergy=11.2. (2) Cell line: T47D. Synergy scores: synergy=-16.2. Drug 1: Cc1nc(Nc2ncc(C(=O)Nc3c(C)cccc3Cl)s2)cc(N2CCN(CCO)CC2)n1. Drug 2: NC1CCCCC1N.O=C(O)C(=O)O.[Pt+2]. (3) Drug 1: COC1=C2CC(C)CC(OC)C(O)C(C)C=C(C)C(OC(N)=O)C(OC)C=CC=C(C)C(=O)NC(=CC1=O)C2=O. Drug 2: NC1CCCCC1N.O=C(O)C(=O)O.[Pt+2]. Cell line: HT144. Synergy scores: synergy=-10.3.